From a dataset of NCI-60 drug combinations with 297,098 pairs across 59 cell lines. Regression. Given two drug SMILES strings and cell line genomic features, predict the synergy score measuring deviation from expected non-interaction effect. (1) Drug 1: CNC(=O)C1=CC=CC=C1SC2=CC3=C(C=C2)C(=NN3)C=CC4=CC=CC=N4. Drug 2: CC1OCC2C(O1)C(C(C(O2)OC3C4COC(=O)C4C(C5=CC6=C(C=C35)OCO6)C7=CC(=C(C(=C7)OC)O)OC)O)O. Cell line: SF-539. Synergy scores: CSS=31.7, Synergy_ZIP=-1.24, Synergy_Bliss=0.188, Synergy_Loewe=2.59, Synergy_HSA=3.94. (2) Drug 1: CC1=C(C(CCC1)(C)C)C=CC(=CC=CC(=CC(=O)O)C)C. Drug 2: CC(C)CN1C=NC2=C1C3=CC=CC=C3N=C2N. Cell line: HOP-62. Synergy scores: CSS=4.73, Synergy_ZIP=9.68, Synergy_Bliss=-5.98, Synergy_Loewe=0.247, Synergy_HSA=-4.06.